From a dataset of Full USPTO retrosynthesis dataset with 1.9M reactions from patents (1976-2016). Predict the reactants needed to synthesize the given product. (1) Given the product [Br:5][C:6]1[CH:11]=[C:10]([CH3:12])[C:9]([NH:13][C:14]2[N:19]=[C:18]([NH:4][CH:2]([CH3:3])[CH3:1])[N:17]=[C:16]([NH:21][C:22]3[CH:29]=[CH:28][C:25]([C:26]#[N:27])=[CH:24][CH:23]=3)[N:15]=2)=[C:8]([CH3:30])[CH:7]=1, predict the reactants needed to synthesize it. The reactants are: [CH3:1][CH:2]([NH2:4])[CH3:3].[Br:5][C:6]1[CH:11]=[C:10]([CH3:12])[C:9]([NH:13][C:14]2[N:19]=[C:18](Cl)[N:17]=[C:16]([NH:21][C:22]3[CH:29]=[CH:28][C:25]([C:26]#[N:27])=[CH:24][CH:23]=3)[N:15]=2)=[C:8]([CH3:30])[CH:7]=1. (2) Given the product [Cl:3][C:4]1[C:5](=[CH:10][C:11](=[S:21](=[O:22])=[O:23])[CH:12]([CH3:20])[C:13]=1[C:14]1[CH2:18][CH:17]([CH3:19])[O:16][N:15]=1)[C:6]([OH:8])=[O:7], predict the reactants needed to synthesize it. The reactants are: [OH-].[Na+].[Cl:3][C:4]1[C:5](=[CH:10][C:11](=[S:21](=[O:23])=[O:22])[CH:12]([CH3:20])[C:13]=1[C:14]1[CH2:18][CH:17]([CH3:19])[O:16][N:15]=1)[C:6]([O:8]C)=[O:7].